Predict the product of the given reaction. From a dataset of Forward reaction prediction with 1.9M reactions from USPTO patents (1976-2016). (1) Given the reactants Br.[Br:2][C:3]1[CH:12]=[C:11]2[C:6]([CH:7]=[CH:8][N:9]=[CH:10]2)=[CH:5][CH:4]=1.[OH-].[Na+], predict the reaction product. The product is: [Br:2][C:3]1[CH:12]=[C:11]2[C:6]([CH:7]=[CH:8][N:9]=[CH:10]2)=[CH:5][CH:4]=1. (2) Given the reactants C1(P(=O)(C2C=CC=CC=2)[CH2:8][C:9]2[C:10]([C:24]3[CH:29]=[CH:28][C:27]([F:30])=[CH:26][CH:25]=3)=[N:11][C:12]([N:18]([CH3:23])[S:19]([CH3:22])(=[O:21])=[O:20])=[N:13][C:14]=2[CH:15]([CH3:17])[CH3:16])C=CC=CC=1.[CH:38]([C@H:40]1[O:45][C:44]([CH3:47])([CH3:46])[O:43][C@@H:42]([CH2:48][C:49]([N:51]([O:53][CH3:54])[CH3:52])=[O:50])[CH2:41]1)=O.C[Si]([N-][Si](C)(C)C)(C)C.[Na+].[Cl-].[NH4+], predict the reaction product. The product is: [CH3:23][N:18]([C:12]1[N:11]=[C:10]([C:24]2[CH:29]=[CH:28][C:27]([F:30])=[CH:26][CH:25]=2)[C:9](/[CH:8]=[CH:38]/[C@H:40]2[O:45][C:44]([CH3:47])([CH3:46])[O:43][C@@H:42]([CH2:48][C:49]([N:51]([O:53][CH3:54])[CH3:52])=[O:50])[CH2:41]2)=[C:14]([CH:15]([CH3:16])[CH3:17])[N:13]=1)[S:19]([CH3:22])(=[O:21])=[O:20]. (3) Given the reactants Br[C:2]1[CH:3]=[C:4]([NH:9][C:10]2[N:15]=[C:14]([CH3:16])[CH:13]=[CH:12][N:11]=2)[CH:5]=[C:6]([CH3:8])[CH:7]=1.[B:17]1([B:17]2[O:21][C:20]([CH3:23])([CH3:22])[C:19]([CH3:25])([CH3:24])[O:18]2)[O:21][C:20]([CH3:23])([CH3:22])[C:19]([CH3:25])([CH3:24])[O:18]1.C([O-])(=O)C.[K+].CS(C)=O, predict the reaction product. The product is: [CH3:16][C:14]1[CH:13]=[CH:12][N:11]=[C:10]([NH:9][C:4]2[CH:3]=[C:2]([B:17]3[O:21][C:20]([CH3:23])([CH3:22])[C:19]([CH3:25])([CH3:24])[O:18]3)[CH:7]=[C:6]([CH3:8])[CH:5]=2)[N:15]=1. (4) Given the reactants [CH2:1]([C@H:8]1[N:13]([C:14]([C:16]2[NH:17][C:18]([CH:34]=O)=[C:19]([C:27]3[CH:32]=[CH:31][CH:30]=[C:29]([Br:33])[CH:28]=3)[C:20]=2[C:21]2[CH:26]=[CH:25][CH:24]=[CH:23][CH:22]=2)=[O:15])[CH2:12][CH2:11][N:10](C(OC(C)(C)C)=O)[CH2:9]1)[C:2]1[CH:7]=[CH:6][CH:5]=[CH:4][CH:3]=1.[NH:43]1[CH2:48][CH2:47][O:46][CH2:45][CH2:44]1.C(O[BH-](OC(=O)C)OC(=O)C)(=O)C.[Na+].C(=O)([O-])[O-].[K+].[K+], predict the reaction product. The product is: [CH2:1]([C@@H:8]1[CH2:9][NH:10][CH2:11][CH2:12][N:13]1[C:14]([C:16]1[NH:17][C:18]([CH2:34][N:43]2[CH2:48][CH2:47][O:46][CH2:45][CH2:44]2)=[C:19]([C:27]2[CH:32]=[CH:31][CH:30]=[C:29]([Br:33])[CH:28]=2)[C:20]=1[C:21]1[CH:26]=[CH:25][CH:24]=[CH:23][CH:22]=1)=[O:15])[C:2]1[CH:3]=[CH:4][CH:5]=[CH:6][CH:7]=1. (5) Given the reactants [F:1][C:2]1[CH:7]=[CH:6][C:5]([NH:8][C:9]([NH:11][C:12]2[CH:17]=[CH:16][C:15]([S:18]([CH:21]([CH2:26][CH2:27][N:28]3[C:33](=[O:34])[C:32]4[CH:35]=[CH:36][CH:37]=[CH:38][C:31]=4[N:30]=[N:29]3)[C:22]([O:24]C)=[O:23])(=[O:20])=[O:19])=[CH:14][CH:13]=2)=[O:10])=[CH:4][CH:3]=1.CO.O.[OH-].[Li+], predict the reaction product. The product is: [F:1][C:2]1[CH:7]=[CH:6][C:5]([NH:8][C:9]([NH:11][C:12]2[CH:17]=[CH:16][C:15]([S:18]([CH:21]([CH2:26][CH2:27][N:28]3[C:33](=[O:34])[C:32]4[CH:35]=[CH:36][CH:37]=[CH:38][C:31]=4[N:30]=[N:29]3)[C:22]([OH:24])=[O:23])(=[O:19])=[O:20])=[CH:14][CH:13]=2)=[O:10])=[CH:4][CH:3]=1. (6) Given the reactants [ClH:1].[Si]([O:9][CH2:10][CH:11]1[N:16]([CH2:17][CH:18]([N:22]2[CH:26]=[C:25]([C:27]3[C:28]4[CH:35]=[CH:34][N:33]([CH2:36][O:37][CH2:38][CH2:39][Si:40]([CH3:43])([CH3:42])[CH3:41])[C:29]=4[N:30]=[CH:31][N:32]=3)[CH:24]=[N:23]2)[CH2:19][C:20]#[N:21])[CH2:15][CH2:14][N:13](C(OC(C)(C)C)=O)[CH2:12]1)(C(C)(C)C)(C)C, predict the reaction product. The product is: [ClH:1].[OH:9][CH2:10][CH:11]1[CH2:12][NH:13][CH2:14][CH2:15][N:16]1[CH2:17][CH:18]([N:22]1[CH:26]=[C:25]([C:27]2[C:28]3[CH:35]=[CH:34][N:33]([CH2:36][O:37][CH2:38][CH2:39][Si:40]([CH3:41])([CH3:43])[CH3:42])[C:29]=3[N:30]=[CH:31][N:32]=2)[CH:24]=[N:23]1)[CH2:19][C:20]#[N:21].